From a dataset of Reaction yield outcomes from USPTO patents with 853,638 reactions. Predict the reaction yield, written as a fraction of the theoretical maximum amount of product (1.0 means a 100% yield; for example, 0.34 means a 34% yield). (1) The reactants are C(=O)([O-])[O-].[K+].[K+].[CH3:7][O:8][C:9]([C:11]1[C:12]([NH:27][C:28]2[CH:33]=[CH:32][C:31]([CH3:34])=[CH:30][C:29]=2[F:35])=[C:13]([F:26])[C:14]2[N:15]([C:17]([C:20]#[C:21][Si](C)(C)C)=[CH:18][N:19]=2)[CH:16]=1)=[O:10]. The catalyst is CO.C(OCC)(=O)C. The product is [CH3:7][O:8][C:9]([C:11]1[C:12]([NH:27][C:28]2[CH:33]=[CH:32][C:31]([CH3:34])=[CH:30][C:29]=2[F:35])=[C:13]([F:26])[C:14]2[N:15]([C:17]([C:20]#[CH:21])=[CH:18][N:19]=2)[CH:16]=1)=[O:10]. The yield is 0.650. (2) The reactants are [CH2:1]([N:8]1[CH2:14][C:13]2[N:15]=[CH:16][C:17](Cl)=[N:18][C:12]=2[O:11][C@@H:10]([CH3:20])[CH2:9]1)[C:2]1[CH:7]=[CH:6][CH:5]=[CH:4][CH:3]=1.[NH:21]1[CH2:26][CH2:25][O:24][CH2:23][CH2:22]1.CC(C1C=C(C(C)C)C(C2C=CC=CC=2P(C2CCCCC2)C2CCCCC2)=C(C(C)C)C=1)C.CC(C)([O-])C.[Na+]. The catalyst is C1(C)C=CC=CC=1.C1C=CC(/C=C/C(/C=C/C2C=CC=CC=2)=O)=CC=1.C1C=CC(/C=C/C(/C=C/C2C=CC=CC=2)=O)=CC=1.C1C=CC(/C=C/C(/C=C/C2C=CC=CC=2)=O)=CC=1.[Pd].[Pd].O. The product is [CH2:1]([N:8]1[CH2:14][C:13]2[N:15]=[CH:16][C:17]([N:21]3[CH2:26][CH2:25][O:24][CH2:23][CH2:22]3)=[N:18][C:12]=2[O:11][C@@H:10]([CH3:20])[CH2:9]1)[C:2]1[CH:7]=[CH:6][CH:5]=[CH:4][CH:3]=1. The yield is 0.200. (3) The reactants are C1(P(C2C=CC=CC=2)C2C=CC=CC=2)C=CC=CC=1.[N:20]([C@H:23]1[C@@H:27]([C:28]2[CH:33]=[CH:32][C:31]([F:34])=[CH:30][CH:29]=2)[CH2:26][O:25][CH2:24]1)=[N+]=[N-].N.Cl. The catalyst is C1COCC1. The product is [F:34][C:31]1[CH:32]=[CH:33][C:28]([C@H:27]2[CH2:26][O:25][CH2:24][C@H:23]2[NH2:20])=[CH:29][CH:30]=1. The yield is 0.690.